From a dataset of Forward reaction prediction with 1.9M reactions from USPTO patents (1976-2016). Predict the product of the given reaction. (1) Given the reactants CC1C=CC(S(O[CH2:12][CH:13]2[O:18][C:17]3[CH:19]=[C:20]([O:23][S:24]([C:27]([F:30])([F:29])[F:28])(=[O:26])=[O:25])[CH:21]=[CH:22][C:16]=3[O:15][CH2:14]2)(=O)=O)=CC=1.[NH:31]1[CH2:34][CH2:33][CH2:32]1, predict the reaction product. The product is: [F:29][C:27]([F:30])([F:28])[S:24]([O:23][C:20]1[CH:21]=[CH:22][C:16]2[O:15][CH2:14][CH:13]([CH2:12][N:31]3[CH2:34][CH2:33][CH2:32]3)[O:18][C:17]=2[CH:19]=1)(=[O:26])=[O:25]. (2) Given the reactants Cl[C:2]1[CH:3]=[CH:4][C:5]2[C:9]([CH2:10][CH2:11][CH2:12][O:13][C:14]3[C:23]4[C:18](=[CH:19][CH:20]=[CH:21][CH:22]=4)[CH:17]=[CH:16][CH:15]=3)=[C:8]([C:24]([OH:26])=[O:25])[S:7][C:6]=2[CH:27]=1.[C:28]1(B(O)O)[CH:33]=[CH:32][CH:31]=[CH:30][CH:29]=1, predict the reaction product. The product is: [C:14]1([O:13][CH2:12][CH2:11][CH2:10][C:9]2[C:5]3[CH:4]=[CH:3][C:2]([C:28]4[CH:33]=[CH:32][CH:31]=[CH:30][CH:29]=4)=[CH:27][C:6]=3[S:7][C:8]=2[C:24]([OH:26])=[O:25])[C:23]2[C:18](=[CH:19][CH:20]=[CH:21][CH:22]=2)[CH:17]=[CH:16][CH:15]=1.